This data is from Full USPTO retrosynthesis dataset with 1.9M reactions from patents (1976-2016). The task is: Predict the reactants needed to synthesize the given product. (1) Given the product [F:9][C:8]1[C:3]([C:1](=[NH:2])[O:14][CH3:13])=[N:4][CH:5]=[C:6]([O:12][CH3:11])[CH:7]=1, predict the reactants needed to synthesize it. The reactants are: [C:1]([C:3]1[C:8]([F:9])=[CH:7][C:6](F)=[CH:5][N:4]=1)#[N:2].[CH3:11][OH:12].[CH3:13][O-:14].[Na+]. (2) Given the product [NH2:1][CH2:4][C:5]1[CH:10]=[CH:9][C:8]([F:11])=[CH:7][C:6]=1[S:12]([N:15]([CH3:17])[CH3:16])(=[O:13])=[O:14], predict the reactants needed to synthesize it. The reactants are: [N:1]([CH2:4][C:5]1[CH:10]=[CH:9][C:8]([F:11])=[CH:7][C:6]=1[S:12]([N:15]([CH3:17])[CH3:16])(=[O:14])=[O:13])=[N+]=[N-].[H][H]. (3) The reactants are: P(Cl)(Cl)([Cl:3])=O.[Cl:6][C:7]1[CH:12]=[C:11]([C:13]([F:16])([F:15])[F:14])[CH:10]=[C:9]([Cl:17])[C:8]=1[NH:18][NH:19][C:20](=O)[CH2:21][Cl:22]. Given the product [Cl:6][C:7]1[CH:12]=[C:11]([C:13]([F:16])([F:15])[F:14])[CH:10]=[C:9]([Cl:17])[C:8]=1[NH:18][N:19]=[C:20]([Cl:3])[CH2:21][Cl:22], predict the reactants needed to synthesize it. (4) The reactants are: [NH2:1][C:2]1[O:3][CH2:4][C@@:5]2([N:27]=1)[C:18]1[C:17]([Br:19])=[C:16]([OH:20])[CH:15]=[CH:14][C:13]=1[O:12][C:11]1[C:6]2=[CH:7][C:8]([C:21]2[CH:22]=[N:23][CH:24]=[CH:25][CH:26]=2)=[CH:9][CH:10]=1.C(=O)([O-])[O-].[Cs+].[Cs+].[I-].[K+].CN(C=O)C.Br[CH2:42][C:43]1([CH3:47])[CH2:46][O:45][CH2:44]1. Given the product [Br:19][C:17]1[C:18]2[C@:5]3([CH2:4][O:3][C:2]([NH2:1])=[N:27]3)[C:6]3[C:11](=[CH:10][CH:9]=[C:8]([C:21]4[CH:22]=[N:23][CH:24]=[CH:25][CH:26]=4)[CH:7]=3)[O:12][C:13]=2[CH:14]=[CH:15][C:16]=1[O:20][CH2:42][C:43]1([CH3:47])[CH2:46][O:45][CH2:44]1, predict the reactants needed to synthesize it. (5) Given the product [ClH:33].[Cl:1][C:3]1[CH:18]=[CH:17][C:6]2[N:7]=[C:8]([NH:10][C@H:11]3[CH2:15][CH2:14][CH2:13][C@H:12]3[NH2:16])[S:9][C:5]=2[CH:4]=1, predict the reactants needed to synthesize it. The reactants are: [ClH:1].F[C:3]1[CH:18]=[CH:17][C:6]2[N:7]=[C:8]([NH:10][C@H:11]3[CH2:15][CH2:14][CH2:13][C@@H:12]3[NH2:16])[S:9][C:5]=2[CH:4]=1.N[C@H]1CCC[C@H]1NC(=O)OC(C)(C)C.[Cl:33]C1SC2C=C(F)C=CC=2N=1. (6) Given the product [Si:1]([O:18][CH:19]1[C:29]2[C:24](=[N:25][CH:26]=[C:27]([Cl:30])[CH:28]=2)[CH:23]=[CH:22][C:21]2[CH:31]=[N:32][C:33]([CH:35]([F:44])[CH3:36])=[CH:34][C:20]1=2)([C:14]([CH3:17])([CH3:16])[CH3:15])([C:8]1[CH:13]=[CH:12][CH:11]=[CH:10][CH:9]=1)[C:2]1[CH:7]=[CH:6][CH:5]=[CH:4][CH:3]=1, predict the reactants needed to synthesize it. The reactants are: [Si:1]([O:18][CH:19]1[C:29]2[C:24](=[N:25][CH:26]=[C:27]([Cl:30])[CH:28]=2)[CH:23]=[CH:22][C:21]2[CH:31]=[N:32][C:33]([CH:35](O)[CH3:36])=[CH:34][C:20]1=2)([C:14]([CH3:17])([CH3:16])[CH3:15])([C:8]1[CH:13]=[CH:12][CH:11]=[CH:10][CH:9]=1)[C:2]1[CH:7]=[CH:6][CH:5]=[CH:4][CH:3]=1.CCN(S(F)(F)[F:44])CC.C([O-])(O)=O.[Na+].